This data is from Full USPTO retrosynthesis dataset with 1.9M reactions from patents (1976-2016). The task is: Predict the reactants needed to synthesize the given product. (1) Given the product [F:8][C:7]1[C:2]([C:37]2[CH:36]=[C:35]([F:34])[CH:40]=[CH:39][C:38]=2[O:44][CH3:45])=[C:3]2[CH:11]=[C:10]([C:12]3[CH2:17][CH2:16][N:15]([C:18]([O:20][C:21]([CH3:24])([CH3:23])[CH3:22])=[O:19])[CH2:14][CH:13]=3)[N:9]([S:25]([C:28]3[CH:33]=[CH:32][CH:31]=[CH:30][CH:29]=3)(=[O:27])=[O:26])[C:4]2=[N:5][CH:6]=1, predict the reactants needed to synthesize it. The reactants are: Cl[C:2]1[C:7]([F:8])=[CH:6][N:5]=[C:4]2[N:9]([S:25]([C:28]3[CH:33]=[CH:32][CH:31]=[CH:30][CH:29]=3)(=[O:27])=[O:26])[C:10]([C:12]3[CH2:17][CH2:16][N:15]([C:18]([O:20][C:21]([CH3:24])([CH3:23])[CH3:22])=[O:19])[CH2:14][CH:13]=3)=[CH:11][C:3]=12.[F:34][C:35]1[CH:36]=[CH:37][C:38]([O:44][CH3:45])=[C:39](B(O)O)[CH:40]=1.[O-]P([O-])([O-])=O.[K+].[K+].[K+]. (2) Given the product [CH:1]1([N:6]2[C:10]([C:11]3[C:16]([F:17])=[CH:15][N:14]=[C:13]([NH:18][C:19]4[N:20]=[CH:21][C:22]([N:25]5[CH2:30][CH2:29][N:28]([C:32](=[O:36])[C@@H:33]([OH:34])[CH3:35])[CH2:27][CH2:26]5)=[CH:23][CH:24]=4)[N:12]=3)=[CH:9][N:8]=[C:7]2[CH3:31])[CH2:5][CH2:4][CH2:3][CH2:2]1, predict the reactants needed to synthesize it. The reactants are: [CH:1]1([N:6]2[C:10]([C:11]3[C:16]([F:17])=[CH:15][N:14]=[C:13]([NH:18][C:19]4[CH:24]=[CH:23][C:22]([N:25]5[CH2:30][CH2:29][NH:28][CH2:27][CH2:26]5)=[CH:21][N:20]=4)[N:12]=3)=[CH:9][N:8]=[C:7]2[CH3:31])[CH2:5][CH2:4][CH2:3][CH2:2]1.[C:32](O)(=[O:36])[C@H:33]([CH3:35])[OH:34].CN(C(ON1N=NC2C=CC=NC1=2)=[N+](C)C)C.F[P-](F)(F)(F)(F)F.CCN(C(C)C)C(C)C. (3) Given the product [NH2:20][C:16]1[CH:15]=[C:14]([C:5]2[C:4]3[C:9](=[CH:10][C:11]([CH3:12])=[C:2]([Br:1])[C:3]=3[CH3:23])[O:8][C:7](=[O:13])[CH:6]=2)[CH:19]=[CH:18][CH:17]=1, predict the reactants needed to synthesize it. The reactants are: [Br:1][C:2]1[C:3]([CH3:23])=[C:4]2[C:9](=[CH:10][C:11]=1[CH3:12])[O:8][C:7](=[O:13])[CH:6]=[C:5]2[C:14]1[CH:19]=[CH:18][CH:17]=[C:16]([N+:20]([O-])=O)[CH:15]=1.CCOC(C)=O.C([O-])([O-])=O.[Na+].[Na+]. (4) Given the product [Cl:1][C:2]1[CH:7]=[CH:6][C:5]([N+:8]([O-:10])=[O:9])=[C:4]([N:16]2[CH2:17][CH2:18][N:13]([CH3:12])[CH2:14][CH2:15]2)[CH:3]=1, predict the reactants needed to synthesize it. The reactants are: [Cl:1][C:2]1[CH:7]=[CH:6][C:5]([N+:8]([O-:10])=[O:9])=[C:4](F)[CH:3]=1.[CH3:12][N:13]1[CH2:18][CH2:17][NH:16][CH2:15][CH2:14]1.C([O-])([O-])=O.[K+].[K+]. (5) The reactants are: [Br:1][C:2]1[CH:7]=[CH:6][C:5]([CH:8]([NH:15][CH3:16])[CH2:9][N:10]2[CH2:14][CH2:13][CH2:12][CH2:11]2)=[CH:4][CH:3]=1.[Cl:17][C:18]1[CH:19]=[C:20]([N:25]([CH3:30])[CH2:26][C:27]([OH:29])=O)[CH:21]=[CH:22][C:23]=1[Cl:24].C(Cl)CCl.C1C=CC2N(O)N=NC=2C=1.C(N(CC)CC)C. Given the product [Br:1][C:2]1[CH:7]=[CH:6][C:5]([CH:8]([N:15]([CH3:16])[C:27](=[O:29])[CH2:26][N:25]([C:20]2[CH:21]=[CH:22][C:23]([Cl:24])=[C:18]([Cl:17])[CH:19]=2)[CH3:30])[CH2:9][N:10]2[CH2:14][CH2:13][CH2:12][CH2:11]2)=[CH:4][CH:3]=1, predict the reactants needed to synthesize it. (6) The reactants are: [Br:1][C:2]1[CH:7]=[C:6]([CH:8]([OH:13])[C:9]([F:12])([F:11])[F:10])[CH:5]=[CH:4][N:3]=1.C(N(CC)CC)C.FC(F)(F)S(O[Si:27]([C:30]([CH3:33])([CH3:32])[CH3:31])([CH3:29])[CH3:28])(=O)=O.O. Given the product [Br:1][C:2]1[CH:7]=[C:6]([CH:8]([O:13][Si:27]([C:30]([CH3:33])([CH3:32])[CH3:31])([CH3:29])[CH3:28])[C:9]([F:11])([F:12])[F:10])[CH:5]=[CH:4][N:3]=1, predict the reactants needed to synthesize it. (7) Given the product [C:1]([O:5][C:6]([NH:8][C:9]([CH3:14])([CH3:13])[C:10]([N:60]1[C:61]2[C:57](=[CH:56][C:55]([O:54][CH2:53][C:46]3[S:47][C:48]([C:49]([F:51])([F:50])[F:52])=[C:44]([C:38]4[CH:43]=[CH:42][CH:41]=[CH:40][CH:39]=4)[CH:45]=3)=[CH:63][CH:62]=2)[CH2:58][CH2:59]1)=[O:12])=[O:7])([CH3:2])([CH3:3])[CH3:4], predict the reactants needed to synthesize it. The reactants are: [C:1]([O:5][C:6]([NH:8][C:9]([CH3:14])([CH3:13])[C:10]([OH:12])=O)=[O:7])([CH3:4])([CH3:3])[CH3:2].C1C=CC2N(O)N=NC=2C=1.CCN=C=NCCCN(C)C.Cl.Cl.[C:38]1([C:44]2[CH:45]=[C:46]([CH2:53][O:54][C:55]3[CH:56]=[C:57]4[C:61](=[CH:62][CH:63]=3)[NH:60][CH2:59][CH2:58]4)[S:47][C:48]=2[C:49]([F:52])([F:51])[F:50])[CH:43]=[CH:42][CH:41]=[CH:40][CH:39]=1.